Dataset: NCI-60 drug combinations with 297,098 pairs across 59 cell lines. Task: Regression. Given two drug SMILES strings and cell line genomic features, predict the synergy score measuring deviation from expected non-interaction effect. (1) Drug 1: CC1OCC2C(O1)C(C(C(O2)OC3C4COC(=O)C4C(C5=CC6=C(C=C35)OCO6)C7=CC(=C(C(=C7)OC)O)OC)O)O. Drug 2: CNC(=O)C1=NC=CC(=C1)OC2=CC=C(C=C2)NC(=O)NC3=CC(=C(C=C3)Cl)C(F)(F)F. Cell line: UACC62. Synergy scores: CSS=63.9, Synergy_ZIP=-1.36, Synergy_Bliss=-1.31, Synergy_Loewe=-3.25, Synergy_HSA=3.24. (2) Drug 1: CC1=C2C(C(=O)C3(C(CC4C(C3C(C(C2(C)C)(CC1OC(=O)C(C(C5=CC=CC=C5)NC(=O)C6=CC=CC=C6)O)O)OC(=O)C7=CC=CC=C7)(CO4)OC(=O)C)O)C)OC(=O)C. Drug 2: CN1C2=C(C=C(C=C2)N(CCCl)CCCl)N=C1CCCC(=O)O.Cl. Cell line: A498. Synergy scores: CSS=10.6, Synergy_ZIP=1.22, Synergy_Bliss=6.96, Synergy_Loewe=7.53, Synergy_HSA=3.25. (3) Drug 1: CC1C(C(=O)NC(C(=O)N2CCCC2C(=O)N(CC(=O)N(C(C(=O)O1)C(C)C)C)C)C(C)C)NC(=O)C3=C4C(=C(C=C3)C)OC5=C(C(=O)C(=C(C5=N4)C(=O)NC6C(OC(=O)C(N(C(=O)CN(C(=O)C7CCCN7C(=O)C(NC6=O)C(C)C)C)C)C(C)C)C)N)C. Drug 2: CC1=C(C(CCC1)(C)C)C=CC(=CC=CC(=CC(=O)O)C)C. Cell line: MALME-3M. Synergy scores: CSS=13.1, Synergy_ZIP=-0.327, Synergy_Bliss=1.31, Synergy_Loewe=5.66, Synergy_HSA=6.21. (4) Drug 1: C1=NC2=C(N1)C(=S)N=CN2. Drug 2: C1CN(P(=O)(OC1)NCCCl)CCCl. Cell line: HOP-62. Synergy scores: CSS=14.7, Synergy_ZIP=0.949, Synergy_Bliss=3.49, Synergy_Loewe=-19.6, Synergy_HSA=4.54. (5) Synergy scores: CSS=12.4, Synergy_ZIP=-3.41, Synergy_Bliss=2.44, Synergy_Loewe=1.80, Synergy_HSA=3.02. Cell line: SK-OV-3. Drug 1: CN(C)N=NC1=C(NC=N1)C(=O)N. Drug 2: C1CN1P(=S)(N2CC2)N3CC3. (6) Drug 1: CC1=C(C=C(C=C1)C(=O)NC2=CC(=CC(=C2)C(F)(F)F)N3C=C(N=C3)C)NC4=NC=CC(=N4)C5=CN=CC=C5. Cell line: SW-620. Drug 2: CC1=C(C(=CC=C1)Cl)NC(=O)C2=CN=C(S2)NC3=CC(=NC(=N3)C)N4CCN(CC4)CCO. Synergy scores: CSS=2.58, Synergy_ZIP=-0.0304, Synergy_Bliss=1.93, Synergy_Loewe=-5.39, Synergy_HSA=-0.750. (7) Drug 1: C1=CC=C(C=C1)NC(=O)CCCCCCC(=O)NO. Drug 2: C1CN1C2=NC(=NC(=N2)N3CC3)N4CC4. Cell line: IGROV1. Synergy scores: CSS=33.6, Synergy_ZIP=-3.19, Synergy_Bliss=-1.92, Synergy_Loewe=3.81, Synergy_HSA=4.84.